Dataset: Reaction yield outcomes from USPTO patents with 853,638 reactions. Task: Predict the reaction yield, written as a fraction of the theoretical maximum amount of product (1.0 means a 100% yield; for example, 0.34 means a 34% yield). (1) The reactants are [H-].[Na+].O1CCCC1.[CH3:8][O:9][C:10](=[O:28])[C:11]1[CH:16]=[CH:15][CH:14]=[CH:13][C:12]=1[CH2:17][S:18][C:19]1[NH:20][C:21]2[CH:27]=[CH:26][CH:25]=[CH:24][C:22]=2[N:23]=1.[C:29]([O:33][C:34](=[O:43])[C:35]1[CH:40]=[CH:39][CH:38]=[CH:37][C:36]=1[CH2:41]Br)([CH3:32])([CH3:31])[CH3:30]. The catalyst is O. The product is [CH3:8][O:9][C:10](=[O:28])[C:11]1[CH:16]=[CH:15][CH:14]=[CH:13][C:12]=1[CH2:17][S:18][C:19]1[N:20]([CH2:41][C:36]2[CH:37]=[CH:38][CH:39]=[CH:40][C:35]=2[C:34]([O:33][C:29]([CH3:32])([CH3:31])[CH3:30])=[O:43])[C:21]2[CH:27]=[CH:26][CH:25]=[CH:24][C:22]=2[N:23]=1. The yield is 0.710. (2) The reactants are [C:1]([O:5][C:6]([N:8]1[CH2:12][CH2:11][CH2:10][CH:9]1[C:13]1[NH:14][CH:15]=[C:16]([Br:18])[N:17]=1)=[O:7])([CH3:4])([CH3:3])[CH3:2].[CH3:19][C:20]([O:23][C:24](O[C:24]([O:23][C:20]([CH3:22])([CH3:21])[CH3:19])=[O:25])=[O:25])([CH3:22])[CH3:21].C(N(CC)CC)C.O. The catalyst is C(Cl)Cl.CN(C1C=CN=CC=1)C. The product is [C:20]([O:23][C:24]([N:17]1[C:16]([Br:18])=[CH:15][N:14]=[C:13]1[C@@H:9]1[CH2:10][CH2:11][CH2:12][N:8]1[C:6]([O:5][C:1]([CH3:4])([CH3:2])[CH3:3])=[O:7])=[O:25])([CH3:22])([CH3:21])[CH3:19]. The yield is 1.00. (3) The reactants are [CH:1]1([N:6]2[C:11]3[N:12]=[C:13](S(C)(=O)=O)[N:14]=[CH:15][C:10]=3[CH:9]=[C:8]([CH2:20][CH3:21])[C:7]2=[O:22])[CH2:5][CH2:4][CH2:3][CH2:2]1.[NH2:23][C:24]1[N:29]=[CH:28][C:27]([N:30]2[CH2:35][CH2:34][CH:33]([OH:36])[CH2:32][CH2:31]2)=[CH:26][CH:25]=1. The catalyst is C(Cl)Cl. The product is [CH:1]1([N:6]2[C:11]3[N:12]=[C:13]([NH:23][C:24]4[N:29]=[CH:28][C:27]([N:30]5[CH2:35][CH2:34][CH:33]([OH:36])[CH2:32][CH2:31]5)=[CH:26][CH:25]=4)[N:14]=[CH:15][C:10]=3[CH:9]=[C:8]([CH2:20][CH3:21])[C:7]2=[O:22])[CH2:5][CH2:4][CH2:3][CH2:2]1. The yield is 0.0700.